From a dataset of Catalyst prediction with 721,799 reactions and 888 catalyst types from USPTO. Predict which catalyst facilitates the given reaction. (1) Reactant: [CH:1]([CH:3]([CH2:6][C:7]([CH3:10])([CH3:9])[CH3:8])[C:4]#[N:5])=O.Cl.[NH2:12][CH:13]([C:18]([O:20][CH3:21])=[O:19])[C:14]([O:16][CH3:17])=[O:15].C([O-])(=O)C.[Na+]. Product: [C:4](/[C:3](/[CH2:6][C:7]([CH3:10])([CH3:9])[CH3:8])=[CH:1]\[NH:12][CH:13]([C:18]([O:20][CH3:21])=[O:19])[C:14]([O:16][CH3:17])=[O:15])#[N:5]. The catalyst class is: 24. (2) Reactant: [Br:1][C:2]1[N:3]=[C:4]([C:9]2[O:10][C:11]([C:14]3[CH:19]=[CH:18][C:17]([CH2:20]Br)=[CH:16][CH:15]=3)=[N:12][N:13]=2)[C:5]([NH2:8])=[N:6][CH:7]=1.C([O-])([O-])=O.[Na+].[Na+].[CH3:28][NH2:29]. Product: [Br:1][C:2]1[N:3]=[C:4]([C:9]2[O:10][C:11]([C:14]3[CH:19]=[CH:18][C:17]([CH2:20][NH:29][CH3:28])=[CH:16][CH:15]=3)=[N:12][N:13]=2)[C:5]([NH2:8])=[N:6][CH:7]=1. The catalyst class is: 6.